From a dataset of Full USPTO retrosynthesis dataset with 1.9M reactions from patents (1976-2016). Predict the reactants needed to synthesize the given product. (1) Given the product [CH3:13][O:14][CH:7]([C:1]1[CH:2]=[CH:3][CH:4]=[CH:5][CH:6]=1)[C:8]([OH:10])=[O:9], predict the reactants needed to synthesize it. The reactants are: [C:1]1([CH2:7][C:8]([O:10]OC)=[O:9])[CH:6]=[CH:5][CH:4]=[CH:3][CH:2]=1.[CH3:13][OH:14]. (2) Given the product [CH3:5][C:4]([C:11]1[CH:16]=[CH:15][C:14]([O:17][CH2:18][C:19]2[CH:24]=[CH:23][CH:22]=[CH:21][CH:20]=2)=[CH:13][N:12]=1)([CH3:7])[CH3:6], predict the reactants needed to synthesize it. The reactants are: [Cu]C#N.[C:4]([Mg]Cl)([CH3:7])([CH3:6])[CH3:5].Br[C:11]1[CH:16]=[CH:15][C:14]([O:17][CH2:18][C:19]2[CH:24]=[CH:23][CH:22]=[CH:21][CH:20]=2)=[CH:13][N:12]=1.O. (3) Given the product [CH2:1]([O:3][C:4](=[O:33])[CH2:5][N:6]([S:39]([N:35]([CH3:34])[CH2:36][C:37]#[CH:38])(=[O:41])=[O:40])[CH2:7][C:8]1[CH:13]=[CH:12][CH:11]=[C:10]([O:14][CH2:15][CH2:16][C:17]2[N:18]=[C:19]([C:23]3[CH:28]=[CH:27][C:26]([C:29]([F:30])([F:32])[F:31])=[CH:25][CH:24]=3)[O:20][C:21]=2[CH3:22])[CH:9]=1)[CH3:2], predict the reactants needed to synthesize it. The reactants are: [CH2:1]([O:3][C:4](=[O:33])[CH2:5][NH:6][CH2:7][C:8]1[CH:13]=[CH:12][CH:11]=[C:10]([O:14][CH2:15][CH2:16][C:17]2[N:18]=[C:19]([C:23]3[CH:28]=[CH:27][C:26]([C:29]([F:32])([F:31])[F:30])=[CH:25][CH:24]=3)[O:20][C:21]=2[CH3:22])[CH:9]=1)[CH3:2].[CH3:34][N:35]([S:39](Cl)(=[O:41])=[O:40])[CH2:36][C:37]#[CH:38].C(N(CC)CC)C. (4) Given the product [C:5]([C:20]1([NH:7][C:8]2[CH:9]=[CH:10][C:11]([CH2:14][CH2:15][CH2:16][C:17]([OH:19])=[O:18])=[CH:12][CH:13]=2)[CH2:23][CH2:22][CH2:21]1)#[N:6], predict the reactants needed to synthesize it. The reactants are: C[Si]([C:5]#[N:6])(C)C.[NH2:7][C:8]1[CH:13]=[CH:12][C:11]([CH2:14][CH2:15][CH2:16][C:17]([OH:19])=[O:18])=[CH:10][CH:9]=1.[C:20]1(=O)[CH2:23][CH2:22][CH2:21]1.S([O-])([O-])(=O)=O.[Na+].[Na+]. (5) Given the product [CH3:5][O:4][C:2]([N:16]1[CH2:17][CH:18]([C:19]2[NH:20][CH:21]=[C:22]([C:24]3[CH:25]=[CH:26][C:27]([C:30]#[C:31][C:32]4[CH:33]=[CH:34][C:35]([C:38]5[N:39]=[C:40]([CH:51]6[CH2:55][CH2:54][CH2:53][N:52]6[C:56](=[O:66])[CH:57]([NH:61][C:62]([O:64][CH3:65])=[O:63])[CH:58]([CH3:60])[CH3:59])[NH:41][CH:42]=5)=[CH:36][CH:37]=4)=[CH:28][CH:29]=3)[N:23]=2)[N:14]([C:12](=[O:13])[CH:11]([NH:10][C:8]([O:7][CH3:6])=[O:9])[CH:75]([CH3:76])[CH3:77])[CH2:15]1)=[O:3], predict the reactants needed to synthesize it. The reactants are: Cl[C:2]([O:4][CH3:5])=[O:3].[CH3:6][O:7][C:8]([NH:10][CH:11]([CH:75]([CH3:77])[CH3:76])[C:12]([N:14]1[CH:18]([C:19]2[N:20](COCC[Si](C)(C)C)[CH:21]=[C:22]([C:24]3[CH:29]=[CH:28][C:27]([C:30]#[C:31][C:32]4[CH:37]=[CH:36][C:35]([C:38]5[N:39]=[C:40]([CH:51]6[CH2:55][CH2:54][CH2:53][N:52]6[C:56](=[O:66])[CH:57]([NH:61][C:62]([O:64][CH3:65])=[O:63])[CH:58]([CH3:60])[CH3:59])[N:41](COCC[Si](C)(C)C)[CH:42]=5)=[CH:34][CH:33]=4)=[CH:26][CH:25]=3)[N:23]=2)[CH2:17][NH:16][CH2:15]1)=[O:13])=[O:9].CN1CCOCC1.